This data is from Acute oral toxicity (LD50) regression data from Zhu et al.. The task is: Regression/Classification. Given a drug SMILES string, predict its toxicity properties. Task type varies by dataset: regression for continuous values (e.g., LD50, hERG inhibition percentage) or binary classification for toxic/non-toxic outcomes (e.g., AMES mutagenicity, cardiotoxicity, hepatotoxicity). Dataset: ld50_zhu. (1) The compound is Sc1ccccc1. The rat oral LD50 is 3.38, given as -log10 of the dose in mol/kg body weight (higher means more acutely toxic). (2) The molecule is COP(=O)(OC)OC(C)=CC(=O)OCc1ccc(Cl)cc1. The rat oral LD50 is 3.38, given as -log10 of the dose in mol/kg body weight (higher means more acutely toxic). (3) The drug is OCC(CO)(CCl)CCl. The rat oral LD50 is 2.13, given as -log10 of the dose in mol/kg body weight (higher means more acutely toxic). (4) The drug is Cc1ccccc1C(=O)N=C1NCCS1. The rat oral LD50 is 2.38, given as -log10 of the dose in mol/kg body weight (higher means more acutely toxic). (5) The compound is CC(C)(C)c1cc([N+](=O)[O-])cc([N+](=O)[O-])c1O. The rat oral LD50 is 3.59, given as -log10 of the dose in mol/kg body weight (higher means more acutely toxic). (6) The compound is CC(N)(Cc1ccc(O)c(O)c1)C(=O)O. The rat oral LD50 is 1.63, given as -log10 of the dose in mol/kg body weight (higher means more acutely toxic). (7) The molecule is COc1ccc(-c2noc(CC(=O)O)c2-c2ccc(OC)cc2)cc1. The rat oral LD50 is 2.58, given as -log10 of the dose in mol/kg body weight (higher means more acutely toxic).